From a dataset of HIV replication inhibition screening data with 41,000+ compounds from the AIDS Antiviral Screen. Binary Classification. Given a drug SMILES string, predict its activity (active/inactive) in a high-throughput screening assay against a specified biological target. (1) The molecule is CC1OC(OC2C(Oc3ccc4c(=O)c(-c5ccc(O)c(O)c5O)coc4c3)OC(CO)C(O)C2O)C(O)C(O)C1O. The result is 0 (inactive). (2) The result is 0 (inactive). The compound is Cl.ClCCN1CCOC1=Nc1ccc2c(c1)CCCC2. (3) The drug is O=C(O)CC1NC(C(=Cc2ccccc2)NC(=O)c2ccccc2)OC1=O. The result is 0 (inactive). (4) The drug is O=C1CSC(=O)C1=CNNc1nc2ccccc2o1. The result is 0 (inactive). (5) The drug is Cc1ccc(-c2csc(=Nc3c(C)n(C)n(-c4ccccc4)c3=O)n2CCO)cc1. The result is 0 (inactive). (6) The compound is FC(F)(F)c1nc(Cl)c2ncsc2n1. The result is 0 (inactive).